The task is: Predict the reaction yield, written as a fraction of the theoretical maximum amount of product (1.0 means a 100% yield; for example, 0.34 means a 34% yield).. This data is from Reaction yield outcomes from USPTO patents with 853,638 reactions. (1) The reactants are [OH-:1].[Na+].Cl.[NH2:4]O.[NH2:6][C:7]1[S:8][C:9]([CH:12]=O)=[CH:10][N:11]=1. The catalyst is O. The product is [NH2:6][C:7]1[S:8][C:9]([CH:12]=[N:4][OH:1])=[CH:10][N:11]=1. The yield is 0.860. (2) The reactants are [CH3:1][C:2]1[CH2:3][C:4]2[C:9]([CH:10]=1)=[C:8](C1C3C(=CC=CC=3)C=CC=1)[CH:7]=[CH:6][CH:5]=2.C[Si]([N-][Si](C)(C)C)(C)C.[K+:30]. The catalyst is C1(C)C=CC=CC=1. The product is [CH3:10][C:2]1[CH:1]=[C:10]([C:2]2[CH-:3][C:4]3[C:9]([CH:1]=2)=[CH:8][CH:7]=[CH:6][CH:5]=3)[C:9]2[C:4](=[CH:5][CH:6]=[CH:7][CH:8]=2)[CH:3]=1.[K+:30]. The yield is 0.980. (3) The reactants are Cl[C:2]1[CH:7]=[C:6]([Cl:8])[N:5]=[CH:4][N:3]=1.[CH3:9][C:10]1[N:11]=[CH:12][NH:13][CH:14]=1.C(=O)([O-])[O-].[Cs+].[Cs+].O. The product is [Cl:8][C:6]1[CH:7]=[C:2]([N:13]2[CH:14]=[C:10]([CH3:9])[N:11]=[CH:12]2)[N:3]=[CH:4][N:5]=1. The catalyst is CN(C=O)C. The yield is 0.370. (4) The reactants are Cl[C:2]1[N:11]=[C:10]([NH:12][CH2:13][C:14]2[CH:19]=[CH:18][C:17]([NH:20][C:21]([CH:23]3[CH2:28][CH2:27][N:26]([CH2:29][C:30]4[CH:35]=[CH:34][C:33]([F:36])=[CH:32][CH:31]=4)[CH2:25][CH2:24]3)=[O:22])=[CH:16][CH:15]=2)[C:9]2[C:4](=[CH:5][CH:6]=[C:7]([C:37]([F:40])([F:39])[F:38])[CH:8]=2)[N:3]=1.Cl.[NH:42]1[CH2:45][CH2:44][CH2:43]1. No catalyst specified. The product is [N:42]1([C:2]2[N:11]=[C:10]([NH:12][CH2:13][C:14]3[CH:19]=[CH:18][C:17]([NH:20][C:21]([CH:23]4[CH2:28][CH2:27][N:26]([CH2:29][C:30]5[CH:35]=[CH:34][C:33]([F:36])=[CH:32][CH:31]=5)[CH2:25][CH2:24]4)=[O:22])=[CH:16][CH:15]=3)[C:9]3[C:4](=[CH:5][CH:6]=[C:7]([C:37]([F:39])([F:38])[F:40])[CH:8]=3)[N:3]=2)[CH2:45][CH2:44][CH2:43]1. The yield is 0.380. (5) The catalyst is CC(C)=O.O. The product is [CH2:1]([N:3]1[C:11]2[C:6](=[CH:7][CH:8]=[C:9]([O:12][CH3:13])[CH:10]=2)[C:5]([C:14]([OH:16])=[O:15])=[CH:4]1)[CH3:2]. The reactants are [CH2:1]([N:3]1[C:11]2[C:6](=[CH:7][CH:8]=[C:9]([O:12][CH3:13])[CH:10]=2)[C:5]([CH:14]=[O:15])=[CH:4]1)[CH3:2].[O-:16][Mn](=O)(=O)=O.[K+].CCOCC. The yield is 0.560.